From a dataset of NCI-60 drug combinations with 297,098 pairs across 59 cell lines. Regression. Given two drug SMILES strings and cell line genomic features, predict the synergy score measuring deviation from expected non-interaction effect. Drug 1: COC1=NC(=NC2=C1N=CN2C3C(C(C(O3)CO)O)O)N. Drug 2: CC1=C2C(C(=O)C3(C(CC4C(C3C(C(C2(C)C)(CC1OC(=O)C(C(C5=CC=CC=C5)NC(=O)C6=CC=CC=C6)O)O)OC(=O)C7=CC=CC=C7)(CO4)OC(=O)C)O)C)OC(=O)C. Cell line: NCI/ADR-RES. Synergy scores: CSS=1.54, Synergy_ZIP=2.70, Synergy_Bliss=3.84, Synergy_Loewe=-0.900, Synergy_HSA=-1.63.